Dataset: Forward reaction prediction with 1.9M reactions from USPTO patents (1976-2016). Task: Predict the product of the given reaction. (1) Given the reactants [Br-].[N:2]1[CH:7]=[CH:6][CH:5]=[CH:4][C:3]=1[Zn+].Br[C:10]1[CH:11]=[C:12]([N+:17]([O-:19])=[O:18])[CH:13]=[CH:14][C:15]=1[Cl:16], predict the reaction product. The product is: [Cl:16][C:15]1[CH:14]=[CH:13][C:12]([N+:17]([O-:19])=[O:18])=[CH:11][C:10]=1[C:3]1[CH:4]=[CH:5][CH:6]=[CH:7][N:2]=1. (2) Given the reactants [CH:1]1[C:6]([N+:7]([O-:9])=[O:8])=[CH:5][CH:4]=[C:3]([Cl-]C([O-])=O)[CH:2]=1.[Cl:14][C:15]1[C:22]([F:23])=[CH:21][CH:20]=[CH:19][C:16]=1[CH2:17][NH2:18].[C:24](=O)([O-:26])[O-:25].[Na+].[Na+], predict the reaction product. The product is: [Cl:14][C:15]1[C:22]([F:23])=[CH:21][CH:20]=[CH:19][C:16]=1[CH2:17][NH:18][C:24](=[O:25])[O:26][C:3]1[CH:2]=[CH:1][C:6]([N+:7]([O-:9])=[O:8])=[CH:5][CH:4]=1.